From a dataset of Peptide-MHC class II binding affinity with 134,281 pairs from IEDB. Regression. Given a peptide amino acid sequence and an MHC pseudo amino acid sequence, predict their binding affinity value. This is MHC class II binding data. (1) The MHC is HLA-DPA10201-DPB10501 with pseudo-sequence HLA-DPA10201-DPB10501. The peptide sequence is INLIIHYVHRAGALG. The binding affinity (normalized) is 0.587. (2) The peptide sequence is YNNNEAFKVENGSAA. The MHC is DRB1_0101 with pseudo-sequence DRB1_0101. The binding affinity (normalized) is 0.419. (3) The peptide sequence is GAYFVSSGKYEGGNI. The MHC is DRB1_1302 with pseudo-sequence DRB1_1302. The binding affinity (normalized) is 0.342. (4) The peptide sequence is KRQGPKQMLVGGVVL. The MHC is HLA-DQA10303-DQB10402 with pseudo-sequence HLA-DQA10303-DQB10402. The binding affinity (normalized) is 0.253. (5) The peptide sequence is LDLAVNAAVDAGIHF. The MHC is HLA-DPA10201-DPB11401 with pseudo-sequence HLA-DPA10201-DPB11401. The binding affinity (normalized) is 0.0137. (6) The peptide sequence is AFICDGDNLFPKV. The MHC is DRB1_0401 with pseudo-sequence DRB1_0401. The binding affinity (normalized) is 0.439. (7) The peptide sequence is YDKFLANVSTVLRGK. The MHC is DRB1_1302 with pseudo-sequence DRB1_1302. The binding affinity (normalized) is 0.820.